From a dataset of Forward reaction prediction with 1.9M reactions from USPTO patents (1976-2016). Predict the product of the given reaction. (1) Given the reactants Cl.[NH2:2][C:3]1([C:6]#[N:7])[CH2:5][CH2:4]1.C(N(C(C)C)C(C)C)C.[Cl:17][C:18]1[CH:26]=[CH:25][C:24]([N:27]([CH3:44])[C:28]([C:30]2[N:34]([CH3:35])[N:33]=[C:32]([C:36]([F:39])([F:38])[F:37])[C:31]=2[C:40]([F:43])([F:42])[F:41])=[O:29])=[CH:23][C:19]=1[C:20](Cl)=[O:21], predict the reaction product. The product is: [Cl:17][C:18]1[CH:26]=[CH:25][C:24]([N:27]([CH3:44])[C:28]([C:30]2[N:34]([CH3:35])[N:33]=[C:32]([C:36]([F:39])([F:37])[F:38])[C:31]=2[C:40]([F:41])([F:42])[F:43])=[O:29])=[CH:23][C:19]=1[C:20](=[O:21])[NH:2][C:3]1([C:6]#[N:7])[CH2:5][CH2:4]1. (2) Given the reactants [C:1]([O:5][C:6]([N:8]1[CH2:13][CH2:12][CH:11](OS(C)(=O)=O)[CH2:10][CH2:9]1)=[O:7])([CH3:4])([CH3:3])[CH3:2].[H-].[Na+].[NH:21]1[CH:25]=[CH:24][N:23]=[CH:22]1, predict the reaction product. The product is: [C:1]([O:5][C:6]([N:8]1[CH2:13][CH2:12][CH:11]([N:21]2[CH:25]=[CH:24][N:23]=[CH:22]2)[CH2:10][CH2:9]1)=[O:7])([CH3:4])([CH3:3])[CH3:2]. (3) Given the reactants [NH:1]1[CH2:11][CH2:10][CH2:9][CH:3](C(OCC)=O)[CH2:2]1.[N+:12]([C:15]1[CH:22]=[CH:21][CH:20]=[CH:19][C:16]=1[CH:17]=O)([O-:14])=[O:13].[NH2:23][C:24]1[CH:28]=[CH:27][NH:26][N:25]=1, predict the reaction product. The product is: [C:2]([C:3]1[CH:17]([C:16]2[CH:19]=[CH:20][CH:21]=[CH:22][C:15]=2[N+:12]([O-:14])=[O:13])[C:28]2[C:24](=[N:25][NH:26][CH:27]=2)[NH:23][C:9]=1[CH:9]1[CH2:3][CH2:2][NH:1][CH2:11][CH2:10]1)#[N:1].